Task: Predict the product of the given reaction.. Dataset: Forward reaction prediction with 1.9M reactions from USPTO patents (1976-2016) Given the reactants [CH3:1][O:2][C:3]1[CH:8]=[CH:7][C:6]([Mg]Br)=[CH:5][CH:4]=1.[Br:11][C:12]1[CH:13]=[C:14]([C:18]([C:26]2[CH:31]=[CH:30][CH:29]=[C:28]([F:32])[C:27]=2[C:33]#[N:34])=[N:19]S(C(C)(C)C)=O)[CH:15]=[CH:16][CH:17]=1.Cl, predict the reaction product. The product is: [Br:11][C:12]1[CH:13]=[C:14]([C:18]2([C:6]3[CH:7]=[CH:8][C:3]([O:2][CH3:1])=[CH:4][CH:5]=3)[C:26]3[C:27](=[C:28]([F:32])[CH:29]=[CH:30][CH:31]=3)[C:33]([NH2:34])=[N:19]2)[CH:15]=[CH:16][CH:17]=1.